Dataset: Full USPTO retrosynthesis dataset with 1.9M reactions from patents (1976-2016). Task: Predict the reactants needed to synthesize the given product. (1) Given the product [N+:27]([C:22]1[CH:23]=[CH:24][CH:25]=[CH:26][C:21]=1[O:1][C:2]1[CH:3]=[C:4]2[C:9](=[CH:10][CH:11]=1)[O:8][CH:7]([C:12]1[CH:17]=[CH:16][CH:15]=[CH:14][CH:13]=1)[CH2:6][CH2:5]2)([O-:29])=[O:28], predict the reactants needed to synthesize it. The reactants are: [OH:1][C:2]1[CH:3]=[C:4]2[C:9](=[CH:10][CH:11]=1)[O:8][CH:7]([C:12]1[CH:17]=[CH:16][CH:15]=[CH:14][CH:13]=1)[CH2:6][CH2:5]2.[OH-].[K+].Cl[C:21]1[CH:26]=[CH:25][CH:24]=[CH:23][C:22]=1[N+:27]([O-:29])=[O:28].C(Cl)Cl. (2) Given the product [Br:1][C:2]1[CH:3]=[C:4]2[C:8](=[CH:9][CH:10]=1)[CH2:7][N:6]([C:12]([O:14][C:15]([CH3:18])([CH3:17])[CH3:16])=[O:11])[CH2:5]2, predict the reactants needed to synthesize it. The reactants are: [Br:1][C:2]1[CH:3]=[C:4]2[C:8](=[CH:9][CH:10]=1)[CH2:7][NH:6][CH2:5]2.[O:11](C(OC(C)(C)C)=O)[C:12]([O:14][C:15]([CH3:18])([CH3:17])[CH3:16])=O. (3) Given the product [Cl:37][C:20]1[C:21]([NH:23][C:24]2[C:35]([F:36])=[CH:34][CH:33]=[CH:32][C:25]=2[C:26]([NH:28][CH2:29][C:30]#[CH:31])=[O:27])=[N:22][C:17]([NH:1][C:2]2[CH:3]=[CH:4][C:5]3[C:11]([CH3:12])([CH3:13])[CH2:10][CH2:9][C:8](=[O:14])[NH:7][C:6]=3[CH:15]=2)=[N:18][CH:19]=1, predict the reactants needed to synthesize it. The reactants are: [NH2:1][C:2]1[CH:3]=[CH:4][C:5]2[C:11]([CH3:13])([CH3:12])[CH2:10][CH2:9][C:8](=[O:14])[NH:7][C:6]=2[CH:15]=1.Cl[C:17]1[N:22]=[C:21]([NH:23][C:24]2[C:35]([F:36])=[CH:34][CH:33]=[CH:32][C:25]=2[C:26]([NH:28][CH2:29][C:30]#[CH:31])=[O:27])[C:20]([Cl:37])=[CH:19][N:18]=1. (4) Given the product [F:42][C:41]1[CH:40]=[CH:39][CH:38]=[C:37]([F:43])[C:36]=1[C:35]([NH:34][C@H:30]1[CH2:31][CH2:32][CH2:33][C@@H:29]1[NH:28][C:13]1[CH:18]=[CH:17][C:16]([C:19]([F:22])([F:21])[F:20])=[CH:15][N:14]=1)=[O:44], predict the reactants needed to synthesize it. The reactants are: ClC1C=CC=CC=1C(N[C@H]1CCC[C@@H]1N[C:13]1[CH:18]=[CH:17][C:16]([C:19]([F:22])([F:21])[F:20])=[CH:15][N:14]=1)=O.Cl.[NH2:28][C@H:29]1[CH2:33][CH2:32][CH2:31][C@@H:30]1[NH:34][C:35](=[O:44])[C:36]1[C:41]([F:42])=[CH:40][CH:39]=[CH:38][C:37]=1[F:43].ClC1C=CC(C(F)(F)F)=CN=1. (5) Given the product [C:1]([O:9][CH:10]([C@@H:13]1[CH2:14][C@@H:15]([O:19][C:18](=[O:17])[CH3:21])[CH:16]([O:26][C:23](=[O:25])[CH3:24])[O:22]1)[CH2:11][CH3:12])(=[O:8])[C:2]1[CH:3]=[CH:4][CH:5]=[CH:6][CH:7]=1, predict the reactants needed to synthesize it. The reactants are: [C:1]([O:9][CH:10]([C@H:13]1[O:22][C@@H:16]2[O:17][C:18]([CH3:21])(C)[O:19][C@@H:15]2[CH2:14]1)[CH2:11][CH3:12])(=[O:8])[C:2]1[CH:7]=[CH:6][CH:5]=[CH:4][CH:3]=1.[C:23]([O:26]C(=O)C)(=[O:25])[CH3:24].S(=O)(=O)(O)O. (6) Given the product [CH3:1][O:2][C:3]1[CH:4]=[C:5]([CH2:11][CH2:12][NH:13][C:25](=[O:26])[CH2:24][C:17]2[CH:18]=[C:19]([O:22][CH3:23])[CH:20]=[CH:21][C:16]=2[O:15][CH3:14])[CH:6]=[CH:7][C:8]=1[O:9][CH3:10], predict the reactants needed to synthesize it. The reactants are: [CH3:1][O:2][C:3]1[CH:4]=[C:5]([CH2:11][CH2:12][NH2:13])[CH:6]=[CH:7][C:8]=1[O:9][CH3:10].[CH3:14][O:15][C:16]1[CH:21]=[CH:20][C:19]([O:22][CH3:23])=[CH:18][C:17]=1[CH2:24][C:25](Cl)=[O:26]. (7) Given the product [CH3:44][O:43][C:33]1[CH:32]=[C:31](/[CH:30]=[CH:29]/[C:27]2[NH:28][C:24]([CH:14]([C:15]3[CH:16]=[C:17]([F:23])[C:18]([F:22])=[C:19]([F:21])[CH:20]=3)[CH2:13][CH2:12][CH2:11][OH:10])=[N:25][N:26]=2)[CH:36]=[CH:35][C:34]=1[N:37]1[CH:41]=[C:40]([CH3:42])[N:39]=[CH:38]1, predict the reactants needed to synthesize it. The reactants are: C(=O)([O-])[O-].[K+].[K+].C([O:10][CH2:11][CH2:12][CH2:13][CH:14]([C:24]1[NH:28][C:27](/[CH:29]=[CH:30]/[C:31]2[CH:36]=[CH:35][C:34]([N:37]3[CH:41]=[C:40]([CH3:42])[N:39]=[CH:38]3)=[C:33]([O:43][CH3:44])[CH:32]=2)=[N:26][N:25]=1)[C:15]1[CH:20]=[C:19]([F:21])[C:18]([F:22])=[C:17]([F:23])[CH:16]=1)(=O)C.C(OCC)(=O)C. (8) Given the product [O:1]1[C:10]2[CH:9]=[C:8]([CH2:11][N:12]([CH2:13][CH:14]3[CH:19]([OH:20])[CH2:18][CH2:17][N:16]([CH2:21][CH2:22][N:23]4[C:32]5[C:27](=[CH:28][CH:29]=[C:30]([F:33])[CH:31]=5)[N:26]=[CH:25][C:24]4=[O:34])[CH2:15]3)[C:35](=[O:36])[O:37][C:38]([CH3:41])([CH3:40])[CH3:39])[N:7]=[CH:6][C:5]=2[O:4][CH2:3][CH2:2]1, predict the reactants needed to synthesize it. The reactants are: [O:1]1[C:10]2[CH:9]=[C:8]([CH2:11][NH:12][CH2:13][CH:14]3[CH:19]([OH:20])[CH2:18][CH2:17][N:16]([CH2:21][CH2:22][N:23]4[C:32]5[C:27](=[CH:28][CH:29]=[C:30]([F:33])[CH:31]=5)[N:26]=[CH:25][C:24]4=[O:34])[CH2:15]3)[N:7]=[CH:6][C:5]=2[O:4][CH2:3][CH2:2]1.[C:35](O[C:35]([O:37][C:38]([CH3:41])([CH3:40])[CH3:39])=[O:36])([O:37][C:38]([CH3:41])([CH3:40])[CH3:39])=[O:36].